This data is from Peptide-MHC class I binding affinity with 185,985 pairs from IEDB/IMGT. The task is: Regression. Given a peptide amino acid sequence and an MHC pseudo amino acid sequence, predict their binding affinity value. This is MHC class I binding data. (1) The peptide sequence is FPDPPTDTPL. The MHC is Mamu-A2201 with pseudo-sequence Mamu-A2201. The binding affinity (normalized) is 0.467. (2) The peptide sequence is ETPHLMGWDY. The MHC is HLA-A24:02 with pseudo-sequence HLA-A24:02. The binding affinity (normalized) is 0. (3) The peptide sequence is WSDLNTTDF. The MHC is HLA-A26:01 with pseudo-sequence HLA-A26:01. The binding affinity (normalized) is 0.0847. (4) The peptide sequence is ALAKAAAAV. The MHC is HLA-A03:01 with pseudo-sequence HLA-A03:01. The binding affinity (normalized) is 0.149. (5) The peptide sequence is WQFAIHYSF. The MHC is HLA-B27:05 with pseudo-sequence HLA-B27:05. The binding affinity (normalized) is 0.480. (6) The peptide sequence is RADSMMLGY. The MHC is HLA-B57:01 with pseudo-sequence HLA-B57:01. The binding affinity (normalized) is 0.519. (7) The peptide sequence is YSAVVPLVY. The MHC is Mamu-A02 with pseudo-sequence Mamu-A02. The binding affinity (normalized) is 0.861.